From a dataset of Full USPTO retrosynthesis dataset with 1.9M reactions from patents (1976-2016). Predict the reactants needed to synthesize the given product. (1) Given the product [ClH:2].[Cl:2][C:3]1[CH:4]=[C:5]2[C:10](=[CH:11][CH:12]=1)[CH:9]=[C:8]([S:13]([N:16]1[CH2:17][CH2:18][N:19]([C:22]([C:24]3[S:25][C:26]4[CH2:27][NH:28][CH:29]([CH3:33])[CH2:30][C:31]=4[N:32]=3)=[O:23])[CH2:20][CH2:21]1)(=[O:14])=[O:15])[CH:7]=[CH:6]2, predict the reactants needed to synthesize it. The reactants are: Cl.[Cl:2][C:3]1[CH:4]=[C:5]2[C:10](=[CH:11][CH:12]=1)[CH:9]=[C:8]([S:13]([N:16]1[CH2:21][CH2:20][N:19]([C:22]([C:24]3[S:25][C:26]4[CH2:27][NH:28][CH2:29][CH2:30][C:31]=4[N:32]=3)=[O:23])[CH2:18][CH2:17]1)(=[O:15])=[O:14])[CH:7]=[CH:6]2.[CH2:33](N(CC)CC)C.C=O.C(O[BH-](OC(=O)C)OC(=O)C)(=O)C.[Na+]. (2) Given the product [CH3:8][O:9][C:10]1[C:18]2[C:13](=[N:14][CH:15]=[C:16]([C:32]3[CH:33]=[CH:34][CH:35]=[CH:36][CH:37]=3)[C:17]=2[N:19]2[CH2:20][CH2:21][NH:22][CH2:23][CH2:24]2)[NH:12][N:11]=1, predict the reactants needed to synthesize it. The reactants are: C(O)(C(F)(F)F)=O.[CH3:8][O:9][C:10]1[C:18]2[C:13](=[N:14][CH:15]=[C:16]([C:32]3[CH:37]=[CH:36][CH:35]=[CH:34][CH:33]=3)[C:17]=2[N:19]2[CH2:24][CH2:23][N:22](C(OC(C)(C)C)=O)[CH2:21][CH2:20]2)[N:12](CC2C=CC(OC)=CC=2)[N:11]=1. (3) The reactants are: [N:1]([CH2:4][C:5]1[N:6]=[C:7]([C:11]2[CH:16]=[CH:15][CH:14]=[CH:13][CH:12]=2)[NH:8][C:9]=1[CH3:10])=[N+]=[N-]. Given the product [CH3:10][C:9]1[NH:8][C:7]([C:11]2[CH:16]=[CH:15][CH:14]=[CH:13][CH:12]=2)=[N:6][C:5]=1[CH2:4][NH2:1], predict the reactants needed to synthesize it. (4) Given the product [NH2:1][C:2]1[N:3]=[C:4]([C:19]2[CH:24]=[CH:23][CH:22]=[CH:21][CH:20]=2)[C:5]([C:9]2[CH:10]=[CH:11][C:12](=[O:18])[N:13]([CH:15]([CH3:17])[CH3:16])[N:14]=2)=[N:6][C:7]=1[S:26][CH3:25], predict the reactants needed to synthesize it. The reactants are: [NH2:1][C:2]1[N:3]=[C:4]([C:19]2[CH:24]=[CH:23][CH:22]=[CH:21][CH:20]=2)[C:5]([C:9]2[CH:10]=[CH:11][C:12](=[O:18])[N:13]([CH:15]([CH3:17])[CH3:16])[N:14]=2)=[N:6][C:7]=1Br.[CH3:25][S-:26].[Na+].O. (5) Given the product [F:34][C:2]([F:33])([F:1])[C:3]1[CH:28]=[C:27]([C:29]([F:31])([F:32])[F:30])[CH:26]=[CH:25][C:4]=1[CH2:5][N:6]1[C:14]2[C:9](=[CH:10][C:11]([CH:15]=[C:16]3[S:20][C:19]([N:35]4[CH2:38][CH:37]([N:39]5[CH2:44][C@H:43]([CH3:45])[O:42][C@H:41]([CH3:46])[CH2:40]5)[CH2:36]4)=[N:18][C:17]3=[O:24])=[CH:12][CH:13]=2)[CH:8]=[N:7]1, predict the reactants needed to synthesize it. The reactants are: [F:1][C:2]([F:34])([F:33])[C:3]1[CH:28]=[C:27]([C:29]([F:32])([F:31])[F:30])[CH:26]=[CH:25][C:4]=1[CH2:5][N:6]1[C:14]2[C:9](=[CH:10][C:11]([CH:15]=[C:16]3[S:20][C:19](SCC)=[N:18][C:17]3=[O:24])=[CH:12][CH:13]=2)[CH:8]=[N:7]1.[NH:35]1[CH2:38][CH:37]([N:39]2[CH2:44][C@H:43]([CH3:45])[O:42][C@H:41]([CH3:46])[CH2:40]2)[CH2:36]1. (6) Given the product [CH2:1]([N:8]1[C:16]2[C:11](=[CH:12][CH:13]=[CH:14][CH:15]=2)[C:10]([C:17]2[O:18][C:19]([C:22]([O:24][CH2:25][CH2:26][OH:29])=[O:23])=[CH:20][CH:21]=2)=[N:9]1)[C:2]1[CH:7]=[CH:6][CH:5]=[CH:4][CH:3]=1, predict the reactants needed to synthesize it. The reactants are: [CH2:1]([N:8]1[C:16]2[C:11](=[CH:12][CH:13]=[CH:14][CH:15]=2)[C:10]([C:17]2[O:18][C:19]([C:22]([O:24][CH2:25][CH3:26])=[O:23])=[CH:20][CH:21]=2)=[N:9]1)[C:2]1[CH:7]=[CH:6][CH:5]=[CH:4][CH:3]=1.C(O)C[OH:29]. (7) Given the product [Cl:1][C:2]1[C:3]([O:30][C@H:31]2[CH2:36][C@@H:35]([OH:37])[CH2:34][CH2:33][C@@H:32]2[C:38]2[N:42]([CH3:43])[N:41]=[CH:40][CH:39]=2)=[CH:4][C:5]([F:29])=[C:6]([S:8]([NH:11][C:12]2[CH:17]=[CH:16][N:15]=[CH:14][N:13]=2)(=[O:10])=[O:9])[CH:7]=1, predict the reactants needed to synthesize it. The reactants are: [Cl:1][C:2]1[C:3]([O:30][C@H:31]2[CH2:36][C@@H:35]([OH:37])[CH2:34][CH2:33][C@@H:32]2[C:38]2[N:42]([CH3:43])[N:41]=[CH:40][CH:39]=2)=[CH:4][C:5]([F:29])=[C:6]([S:8]([N:11](CC2C=CC(OC)=CC=2OC)[C:12]2[CH:17]=[CH:16][N:15]=[CH:14][N:13]=2)(=[O:10])=[O:9])[CH:7]=1.C([SiH](CC)CC)C.FC(F)(F)C(O)=O.